Task: Regression. Given a peptide amino acid sequence and an MHC pseudo amino acid sequence, predict their binding affinity value. This is MHC class I binding data.. Dataset: Peptide-MHC class I binding affinity with 185,985 pairs from IEDB/IMGT (1) The peptide sequence is SLVKKNKKR. The MHC is HLA-A30:01 with pseudo-sequence HLA-A30:01. The binding affinity (normalized) is 0. (2) The peptide sequence is TQSGALEVLM. The MHC is HLA-A02:01 with pseudo-sequence HLA-A02:01. The binding affinity (normalized) is 0.143. (3) The peptide sequence is KSWPGVQSF. The MHC is HLA-B15:01 with pseudo-sequence HLA-B15:01. The binding affinity (normalized) is 0.651. (4) The peptide sequence is KTNCCRFQEK. The MHC is HLA-A03:01 with pseudo-sequence HLA-A03:01. The binding affinity (normalized) is 0.663. (5) The peptide sequence is NDMISYGGGW. The MHC is HLA-B44:02 with pseudo-sequence HLA-B44:02. The binding affinity (normalized) is 0.832. (6) The peptide sequence is MPEWVNFKF. The MHC is HLA-B54:01 with pseudo-sequence HLA-B54:01. The binding affinity (normalized) is 0.361. (7) The peptide sequence is RPSGDLRQRLL. The MHC is Mamu-B08 with pseudo-sequence Mamu-B08. The binding affinity (normalized) is 0.112. (8) The peptide sequence is EPPFGDSYII. The MHC is HLA-B53:01 with pseudo-sequence HLA-B53:01. The binding affinity (normalized) is 0.455.